Predict the reaction yield, written as a fraction of the theoretical maximum amount of product (1.0 means a 100% yield; for example, 0.34 means a 34% yield). From a dataset of Reaction yield outcomes from USPTO patents with 853,638 reactions. The reactants are Br[C:2]1[CH:3]=[CH:4][C:5]([N+:8]([O-:10])=[O:9])=[N:6][CH:7]=1.C([O-])([O-])=O.[K+].[K+].[N:17]1([C:23]([O:25][C:26]([CH3:29])([CH3:28])[CH3:27])=[O:24])[CH2:22][CH2:21][NH:20][CH2:19][CH2:18]1.O. The catalyst is CS(C)=O. The product is [N+:8]([C:5]1[N:6]=[CH:7][C:2]([N:20]2[CH2:19][CH2:18][N:17]([C:23]([O:25][C:26]([CH3:29])([CH3:28])[CH3:27])=[O:24])[CH2:22][CH2:21]2)=[CH:3][CH:4]=1)([O-:10])=[O:9]. The yield is 0.370.